From a dataset of Full USPTO retrosynthesis dataset with 1.9M reactions from patents (1976-2016). Predict the reactants needed to synthesize the given product. (1) The reactants are: [F:1][C:2]([F:17])([F:16])[C:3]1[CH:15]=[CH:14][C:6]2[S:7][C:8]([C:10]([O:12]C)=[O:11])=[CH:9][C:5]=2[CH:4]=1.O.[OH-].[Li+].O. Given the product [F:17][C:2]([F:1])([F:16])[C:3]1[CH:15]=[CH:14][C:6]2[S:7][C:8]([C:10]([OH:12])=[O:11])=[CH:9][C:5]=2[CH:4]=1, predict the reactants needed to synthesize it. (2) The reactants are: [Cl:1][C:2]1[N:7]=[C:6]2[S:8][C:9]([C:11]([OH:13])=O)=[CH:10][C:5]2=[N:4][CH:3]=1.S(Cl)([Cl:16])=O. Given the product [Cl:1][C:2]1[N:7]=[C:6]2[S:8][C:9]([C:11]([Cl:16])=[O:13])=[CH:10][C:5]2=[N:4][CH:3]=1, predict the reactants needed to synthesize it. (3) Given the product [NH:11]1[CH2:12][CH2:13][CH2:14][CH:9]([NH:8][C:6](=[O:7])[O:5][C:1]([CH3:3])([CH3:2])[CH3:4])[CH2:10]1, predict the reactants needed to synthesize it. The reactants are: [C:1]([O:5][C:6]([NH:8][CH:9]1[CH2:14][CH2:13][CH2:12][N:11](C(OCC2C=CC=CC=2)=O)[CH2:10]1)=[O:7])([CH3:4])([CH3:3])[CH3:2]. (4) The reactants are: [NH2:1][C:2]1[S:3][C:4]2[N:5]=[C:6]([NH:11][C:12]3[CH:13]=[C:14]([NH:19][C:20](=[O:32])[C:21]4[CH:26]=[CH:25][CH:24]=[C:23]([C:27]([C:30]#[N:31])([CH3:29])[CH3:28])[CH:22]=4)[CH:15]=[CH:16][C:17]=3[CH3:18])[N:7]=[CH:8][C:9]=2[N:10]=1.[CH3:33][C:34]1[NH:35][C:36]([C:39](O)=[O:40])=[CH:37][N:38]=1.F[P-](F)(F)(F)(F)F.N1(OC(N(C)C)=[N+](C)C)C2N=CC=CC=2N=N1.C(=O)([O-])O.[Na+]. Given the product [C:30]([C:27]([C:23]1[CH:22]=[C:21]([C:20]([NH:19][C:14]2[CH:15]=[CH:16][C:17]([CH3:18])=[C:12]([NH:11][C:6]3[N:7]=[CH:8][C:9]4[N:10]=[C:2]([NH:1][C:39]([C:36]5[NH:35][C:34]([CH3:33])=[N:38][CH:37]=5)=[O:40])[S:3][C:4]=4[N:5]=3)[CH:13]=2)=[O:32])[CH:26]=[CH:25][CH:24]=1)([CH3:29])[CH3:28])#[N:31], predict the reactants needed to synthesize it.